Dataset: Full USPTO retrosynthesis dataset with 1.9M reactions from patents (1976-2016). Task: Predict the reactants needed to synthesize the given product. (1) Given the product [ClH:26].[ClH:26].[NH:15]1[CH2:16][CH2:17][C@@H:13]([NH:12][C:9]2[N:10]=[CH:11][C:6](/[CH:5]=[CH:4]/[C:3]([O:2][CH3:1])=[O:25])=[N:7][CH:8]=2)[CH2:14]1, predict the reactants needed to synthesize it. The reactants are: [CH3:1][O:2][C:3](=[O:25])/[CH:4]=[CH:5]/[C:6]1[N:7]=[CH:8][C:9]([NH:12][C@@H:13]2[CH2:17][CH2:16][N:15](C(OC(C)(C)C)=O)[CH2:14]2)=[N:10][CH:11]=1.[ClH:26].O1CCOCC1.C(OC(C)C)(C)C. (2) The reactants are: [CH:1]([O:14][C:15]1[C:16]2[C:35](=[O:36])[N:34]([CH2:37][C:38]3[CH:43]=[CH:42][C:41]([F:44])=[CH:40][CH:39]=3)[CH2:33][C:17]=2[C:18](OS(C(F)(F)F)(=O)=O)=[C:19]2[C:24]=1[N:23]=[CH:22][CH:21]=[CH:20]2)([C:8]1[CH:13]=[CH:12][CH:11]=[CH:10][CH:9]=1)[C:2]1[CH:7]=[CH:6][CH:5]=[CH:4][CH:3]=1.[C:45]1(P(C2C=CC=CC=2)CCCP(C2C=CC=CC=2)C2C=CC=CC=2)C=CC=CC=1.CI.[C:76]([O-:79])([O-])=[O:77].[Cs+].[Cs+]. Given the product [CH3:45][O:79][C:76]([C:18]1[C:19]2[CH:20]=[CH:21][CH:22]=[N:23][C:24]=2[C:15]([O:14][CH:1]([C:8]2[CH:13]=[CH:12][CH:11]=[CH:10][CH:9]=2)[C:2]2[CH:3]=[CH:4][CH:5]=[CH:6][CH:7]=2)=[C:16]2[C:35](=[O:36])[N:34]([CH2:37][C:38]3[CH:39]=[CH:40][C:41]([F:44])=[CH:42][CH:43]=3)[CH2:33][C:17]=12)=[O:77], predict the reactants needed to synthesize it. (3) Given the product [F:1][C:2]1[CH:25]=[CH:24][C:5]([CH2:6][NH:7][C:8]([C:10]2[C:11](=[O:23])[C:12]3[S:19][C:18]([CH2:20][N:29]([CH2:30][C@@H:31]([OH:32])[C:33]4[N:34]=[CH:35][CH:36]=[CH:37][N:38]=4)[CH3:28])=[C:17]([CH3:22])[C:13]=3[N:14]([CH3:16])[CH:15]=2)=[O:9])=[CH:4][CH:3]=1, predict the reactants needed to synthesize it. The reactants are: [F:1][C:2]1[CH:25]=[CH:24][C:5]([CH2:6][NH:7][C:8]([C:10]2[C:11](=[O:23])[C:12]3[S:19][C:18]([CH2:20]Cl)=[C:17]([CH3:22])[C:13]=3[N:14]([CH3:16])[CH:15]=2)=[O:9])=[CH:4][CH:3]=1.Cl.Cl.[CH3:28][NH:29][CH2:30][C@H:31]([C:33]1[N:38]=[CH:37][CH:36]=[CH:35][N:34]=1)[OH:32].C(N(C(C)C)CC)(C)C. (4) Given the product [O:15]1[C:3]2[CH:4]=[CH:5][CH:6]=[CH:7][C:2]=2[CH:1]=[N:16]1, predict the reactants needed to synthesize it. The reactants are: [C:1](C1C=CC=CC=1)(=O)[C:2]1[CH:7]=[CH:6][CH:5]=[CH:4][CH:3]=1.[OH:15][NH2:16].CCOC(/N=N/C(OCC)=O)=O.C1(P(C2C=CC=CC=2)C2C=CC=CC=2)C=CC=CC=1. (5) Given the product [CH3:1][O:2][C:3]([C:5]1[CH:6]=[C:7]([CH:17]=[CH:18][CH:19]=1)[O:8][CH2:9][C:10]([OH:12])=[O:11])=[O:4], predict the reactants needed to synthesize it. The reactants are: [CH3:1][O:2][C:3]([C:5]1[CH:6]=[C:7]([CH:17]=[CH:18][CH:19]=1)[O:8][CH2:9][C:10]([O:12]C(C)(C)C)=[O:11])=[O:4]. (6) Given the product [F:12][C:13]1[CH:14]=[C:15](/[CH:16]=[CH:2]/[C:1]([C:4]2[CH:9]=[N:8][C:7]([O:10][CH3:11])=[CH:6][CH:5]=2)=[O:3])[CH:18]=[C:19]([F:21])[CH:20]=1, predict the reactants needed to synthesize it. The reactants are: [C:1]([C:4]1[CH:5]=[CH:6][C:7]([O:10][CH3:11])=[N:8][CH:9]=1)(=[O:3])[CH3:2].[F:12][C:13]1[CH:14]=[C:15]([CH:18]=[C:19]([F:21])[CH:20]=1)[CH:16]=O.[OH-].[K+]. (7) Given the product [N:31]1([S:28]([C:24]2[CH:23]=[C:22]([N:14]3[C:13](=[O:41])[C:12]4[C:17](=[CH:18][CH:19]=[CH:20][C:11]=4[CH2:10][C:9]([NH:8][CH2:7][C:6]([OH:43])=[O:5])=[O:42])[NH:16][C:15]3=[O:21])[CH:27]=[CH:26][CH:25]=2)(=[O:30])=[O:29])[C:40]2[C:35](=[CH:36][CH:37]=[CH:38][CH:39]=2)[CH2:34][CH2:33][CH2:32]1, predict the reactants needed to synthesize it. The reactants are: C([O:5][C:6](=[O:43])[CH2:7][NH:8][C:9](=[O:42])[CH2:10][C:11]1[CH:20]=[CH:19][CH:18]=[C:17]2[C:12]=1[C:13](=[O:41])[N:14]([C:22]1[CH:27]=[CH:26][CH:25]=[C:24]([S:28]([N:31]3[C:40]4[C:35](=[CH:36][CH:37]=[CH:38][CH:39]=4)[CH2:34][CH2:33][CH2:32]3)(=[O:30])=[O:29])[CH:23]=1)[C:15](=[O:21])[NH:16]2)(C)(C)C.